Dataset: Full USPTO retrosynthesis dataset with 1.9M reactions from patents (1976-2016). Task: Predict the reactants needed to synthesize the given product. (1) Given the product [CH:21]([N:13]1[CH2:8][CH2:10][CH2:6][C:5]1=[O:4])=[CH2:22].[C:7]([OH:12])(=[O:11])[C:8]([CH3:10])=[CH2:9], predict the reactants needed to synthesize it. The reactants are: C([O:4][CH2:5][CH3:6])(=O)C.[C:7]([OH:12])(=[O:11])[C:8]([CH3:10])=[CH2:9].[N:13]([C:21](C)(CC)[C:22]#N)=NC(C)(CC)C#N. (2) Given the product [CH3:13][O:6][C:5](=[O:7])[C:4]1[CH:8]=[C:9]([O:11][CH3:12])[N:10]=[C:2]([Cl:1])[CH:3]=1, predict the reactants needed to synthesize it. The reactants are: [Cl:1][C:2]1[CH:3]=[C:4]([CH:8]=[C:9]([O:11][CH3:12])[N:10]=1)[C:5]([OH:7])=[O:6].[C:13]([O-])([O-])=O.[K+].[K+].CI.